From a dataset of Peptide-MHC class I binding affinity with 185,985 pairs from IEDB/IMGT. Regression. Given a peptide amino acid sequence and an MHC pseudo amino acid sequence, predict their binding affinity value. This is MHC class I binding data. (1) The peptide sequence is AVYSTFLHR. The MHC is HLA-B40:01 with pseudo-sequence HLA-B40:01. The binding affinity (normalized) is 0.0847. (2) The peptide sequence is NLPSKPVWL. The MHC is HLA-B58:01 with pseudo-sequence HLA-B58:01. The binding affinity (normalized) is 0.0847. (3) The MHC is HLA-B15:01 with pseudo-sequence HLA-B15:01. The peptide sequence is GLYEAIEEC. The binding affinity (normalized) is 0.0847. (4) The peptide sequence is TPVESWEEV. The MHC is HLA-B51:01 with pseudo-sequence HLA-B51:01. The binding affinity (normalized) is 0.105. (5) The peptide sequence is AEMKTDAAT. The MHC is HLA-A02:06 with pseudo-sequence HLA-A02:06. The binding affinity (normalized) is 0.0306. (6) The peptide sequence is RRYDKLMSF. The MHC is HLA-B18:01 with pseudo-sequence HLA-B18:01. The binding affinity (normalized) is 0.0847. (7) The peptide sequence is RMYSPTSI. The MHC is HLA-B08:01 with pseudo-sequence HLA-B08:01. The binding affinity (normalized) is 0.